Binary Classification. Given a T-cell receptor sequence (or CDR3 region) and an epitope sequence, predict whether binding occurs between them. From a dataset of TCR-epitope binding with 47,182 pairs between 192 epitopes and 23,139 TCRs. The epitope is GVAMPNLYK. The TCR CDR3 sequence is CASSQDLGTYEQYF. Result: 0 (the TCR does not bind to the epitope).